Regression. Given a peptide amino acid sequence and an MHC pseudo amino acid sequence, predict their binding affinity value. This is MHC class II binding data. From a dataset of Peptide-MHC class II binding affinity with 134,281 pairs from IEDB. (1) The peptide sequence is TTAAGAASGAATVAA. The MHC is DRB4_0101 with pseudo-sequence DRB4_0103. The binding affinity (normalized) is 0. (2) The binding affinity (normalized) is 0.469. The peptide sequence is HEMNNGGDAMYMALI. The MHC is HLA-DQA10501-DQB10302 with pseudo-sequence HLA-DQA10501-DQB10302. (3) The peptide sequence is MAAHKFMVAMFLAVA. The MHC is HLA-DPA10201-DPB11401 with pseudo-sequence HLA-DPA10201-DPB11401. The binding affinity (normalized) is 0.811. (4) The peptide sequence is KKKYFAATQFEPLAA. The MHC is HLA-DQA10501-DQB10201 with pseudo-sequence HLA-DQA10501-DQB10201. The binding affinity (normalized) is 0.378. (5) The binding affinity (normalized) is 0.417. The MHC is DRB1_0405 with pseudo-sequence DRB1_0405. The peptide sequence is MAFLRSVSCLAAAVF. (6) The peptide sequence is VLAPYMPDVLEKLEL. The MHC is HLA-DQA10501-DQB10402 with pseudo-sequence HLA-DQA10501-DQB10402. The binding affinity (normalized) is 0.260. (7) The peptide sequence is AQQLDQRSQILQMVG. The MHC is DRB1_0101 with pseudo-sequence DRB1_0101. The binding affinity (normalized) is 0.439. (8) The peptide sequence is EAKITMLTNGQCQNIT. The MHC is DRB3_0101 with pseudo-sequence DRB3_0101. The binding affinity (normalized) is 0.244. (9) The peptide sequence is KRHRLIGAVVLAVSV. The MHC is HLA-DQA10101-DQB10501 with pseudo-sequence HLA-DQA10101-DQB10501. The binding affinity (normalized) is 0.405.